The task is: Predict which catalyst facilitates the given reaction.. This data is from Catalyst prediction with 721,799 reactions and 888 catalyst types from USPTO. (1) Reactant: N#N.[F:3][C:4]1[CH:11]=[C:10]([O:12][CH3:13])[C:9]([F:14])=[CH:8][C:5]=1[CH:6]=[O:7].[BH4-].[Na+]. Product: [F:3][C:4]1[CH:11]=[C:10]([O:12][CH3:13])[C:9]([F:14])=[CH:8][C:5]=1[CH2:6][OH:7]. The catalyst class is: 24. (2) Reactant: ClC(Cl)(Cl)[C:3]([C:5]1[C:13]2[C:8](=[CH:9][C:10]([C:14]([N:16]3[CH2:22][C:21]4([CH3:24])[CH2:23][CH:17]3[CH2:18][C:19]([CH3:26])([CH3:25])[CH2:20]4)=[O:15])=[CH:11][CH:12]=2)[NH:7][CH:6]=1)=[O:4].[O-:29][CH2:30][CH3:31].[Na+]. Product: [CH2:30]([O:29][C:3]([C:5]1[C:13]2[C:8](=[CH:9][C:10]([C:14]([N:16]3[CH2:22][C:21]4([CH3:24])[CH2:23][CH:17]3[CH2:18][C:19]([CH3:26])([CH3:25])[CH2:20]4)=[O:15])=[CH:11][CH:12]=2)[NH:7][CH:6]=1)=[O:4])[CH3:31]. The catalyst class is: 8. (3) Reactant: [C:1](O)(=[O:12])[CH2:2][C:3]1[C:4](=[CH:8][CH:9]=[CH:10][CH:11]=1)[C:5](O)=[O:6].[H-].[Al+3].[Li+].[H-].[H-].[H-].O.[OH-].[Na+]. Product: [OH:6][CH2:5][C:4]1[CH:8]=[CH:9][CH:10]=[CH:11][C:3]=1[CH2:2][CH2:1][OH:12]. The catalyst class is: 7. (4) Reactant: [CH2:1]([O:3][C:4](=[O:20])[CH:5]=[CH:6][C:7]1[CH:12]=[CH:11][CH:10]=[C:9]([CH:13]=[CH:14][C:15]([O:17][CH2:18][CH3:19])=[O:16])[CH:8]=1)[CH3:2]. Product: [CH2:1]([O:3][C:4](=[O:20])[CH2:5][CH2:6][C:7]1[CH:12]=[CH:11][CH:10]=[C:9]([CH2:13][CH2:14][C:15]([O:17][CH2:18][CH3:19])=[O:16])[CH:8]=1)[CH3:2]. The catalyst class is: 19. (5) Reactant: [CH3:1][O:2][C:3]1[CH:4]=[C:5]2[C:10](=[CH:11][CH:12]=1)[C:9](=[O:13])[CH2:8][CH2:7][CH2:6]2.[B-](F)(F)(F)[F:15].[B-](F)(F)(F)F.C1[N+]2(CCl)CC[N+](F)(CC2)C1. Product: [F:15][C:4]1[C:3]([O:2][CH3:1])=[CH:12][CH:11]=[C:10]2[C:5]=1[CH2:6][CH2:7][CH2:8][C:9]2=[O:13]. The catalyst class is: 10.